Dataset: Full USPTO retrosynthesis dataset with 1.9M reactions from patents (1976-2016). Task: Predict the reactants needed to synthesize the given product. (1) Given the product [Br:1][C:2]1[CH:3]=[C:4]([CH:9]=[C:10]([CH2:13][OH:14])[C:11]=1[CH3:12])[C:5]([O:7][CH3:8])=[O:6], predict the reactants needed to synthesize it. The reactants are: [Br:1][C:2]1[CH:3]=[C:4]([CH:9]=[C:10]([CH:13]=[O:14])[C:11]=1[CH3:12])[C:5]([O:7][CH3:8])=[O:6].[BH4-].[Na+]. (2) Given the product [CH:10]1[C:11]2[C:12](=[CH:14][C:15]([NH:17][CH2:18][CH2:19][CH2:20][CH2:21][CH2:22][C:23]([NH:62][C:59]3[CH:60]=[CH:61][C:56]([Cl:55])=[CH:57][C:58]=3[NH2:63])=[O:24])=[O:16])[C:13]3[C:5](=[CH:4][CH:3]=[CH:2][CH:1]=3)[C:6]=2[CH:7]=[CH:8][CH:9]=1, predict the reactants needed to synthesize it. The reactants are: [CH:1]1[C:13]2[C:12](=[CH:14][C:15]([NH:17][CH2:18][CH2:19][CH2:20][CH2:21][CH2:22][C:23](O)=[O:24])=[O:16])[C:11]3[C:6](=[CH:7][CH:8]=[CH:9][CH:10]=3)[C:5]=2[CH:4]=[CH:3][CH:2]=1.Cl.C(N=C=NCCCN(C)C)C.OC1C2N=NNC=2C=CC=1.C(N(CC)CC)C.[Cl:55][C:56]1[CH:61]=[CH:60][C:59]([NH2:62])=[C:58]([NH2:63])[CH:57]=1. (3) Given the product [CH2:3]([S:5]([C:8]1[C:9]([C:14]([N:16]([CH3:32])[C:17]2[CH:22]=[CH:21][C:20]([C:23]([O:28][CH3:29])([O:30][CH3:31])[C:24]([F:25])([F:27])[F:26])=[CH:19][CH:18]=2)=[O:15])=[N:10][CH:11]=[CH:12][CH:13]=1)(=[O:6])=[O:7])[CH3:4], predict the reactants needed to synthesize it. The reactants are: CI.[CH2:3]([S:5]([C:8]1[C:9]([C:14]([NH:16][C:17]2[CH:22]=[CH:21][C:20]([C:23]([O:30][CH3:31])([O:28][CH3:29])[C:24]([F:27])([F:26])[F:25])=[CH:19][CH:18]=2)=[O:15])=[N:10][CH:11]=[CH:12][CH:13]=1)(=[O:7])=[O:6])[CH3:4].[C:32](=O)([O-])[O-].[K+].[K+].CC(C)=O. (4) Given the product [Br:1][C:2]1[CH:7]=[CH:6][C:5]([C:8]2[N:19]([CH2:20][C@@H:21]3[CH2:25][CH2:24][N:23]([C:26]([CH:28]4[CH2:30][CH2:29]4)=[O:27])[CH2:22]3)[C:17](=[O:18])[C:12]3[N:13]=[C:14]([CH3:16])[O:15][C:11]=3[N:10]=2)=[CH:4][CH:3]=1, predict the reactants needed to synthesize it. The reactants are: [Br:1][C:2]1[CH:7]=[CH:6][C:5]([C:8]([NH:10][C:11]2[O:15][C:14]([CH3:16])=[N:13][C:12]=2[C:17]([NH:19][CH2:20][C@@H:21]2[CH2:25][CH2:24][N:23]([C:26]([CH:28]3[CH2:30][CH2:29]3)=[O:27])[CH2:22]2)=[O:18])=O)=[CH:4][CH:3]=1.C(N(CC)CC)C. (5) Given the product [Br:22][C:20]1[CH:21]=[C:16]2[C:17](=[CH:18][CH:19]=1)[NH:23][C:14]([CH:11]1[CH2:10][CH2:9][N:8]([C:6]([O:5][C:1]([CH3:4])([CH3:2])[CH3:3])=[O:7])[CH2:13][CH2:12]1)=[CH:15]2, predict the reactants needed to synthesize it. The reactants are: [C:1]([O:5][C:6]([N:8]1[CH2:13][CH2:12][CH:11]([C:14]#[C:15][C:16]2[CH:21]=[C:20]([Br:22])[CH:19]=[CH:18][C:17]=2[NH2:23])[CH2:10][CH2:9]1)=[O:7])([CH3:4])([CH3:3])[CH3:2]. (6) The reactants are: [O:1]([C:8]1[CH:13]=[C:12]([C:14]([F:17])([F:16])[F:15])[CH:11]=[CH:10][C:9]=1[OH:18])[C:2]1[CH:7]=[CH:6][CH:5]=[CH:4][CH:3]=1.[OH:19][C@@H:20]([CH3:34])[CH2:21][CH2:22]OS(C1C=CC(C)=CC=1)(=O)=O.C([O-])([O-])=O.[Cs+].[Cs+]. Given the product [O:1]([C:8]1[CH:13]=[C:12]([C:14]([F:15])([F:16])[F:17])[CH:11]=[CH:10][C:9]=1[O:18][CH2:22][CH2:21][C@@H:20]([OH:19])[CH3:34])[C:2]1[CH:3]=[CH:4][CH:5]=[CH:6][CH:7]=1, predict the reactants needed to synthesize it. (7) Given the product [F:1][C:2]1[CH:25]=[C:24]([CH:23]=[CH:22][C:3]=1[O:4][C:5]1[CH:10]=[CH:9][N:8]=[C:7]2[CH:11]=[C:12]([C:14]3[N:15]=[CH:16][N:17]([CH2:19][O:20][CH3:21])[CH:18]=3)[S:13][C:6]=12)[NH2:26], predict the reactants needed to synthesize it. The reactants are: [F:1][C:2]1[CH:25]=[C:24]([N+:26]([O-])=O)[CH:23]=[CH:22][C:3]=1[O:4][C:5]1[CH:10]=[CH:9][N:8]=[C:7]2[CH:11]=[C:12]([C:14]3[N:15]=[CH:16][N:17]([CH2:19][O:20][CH3:21])[CH:18]=3)[S:13][C:6]=12.[Cl-].[NH4+]. (8) Given the product [C:1]([C:5]1[N:10]=[CH:9][C:8]([C:11]2[N:12]([C:32]([N:34]3[CH2:35][CH2:36][CH:37]([CH2:40][C:41]([N:47]4[CH2:52][CH2:51][CH2:50][CH2:49][CH2:48]4)=[O:43])[CH2:38][CH2:39]3)=[O:33])[C@@:13]([C:25]3[CH:30]=[CH:29][C:28]([Cl:31])=[CH:27][CH:26]=3)([CH3:24])[C@@:14]([C:17]3[CH:22]=[CH:21][C:20]([Cl:23])=[CH:19][CH:18]=3)([CH3:16])[N:15]=2)=[C:7]([O:44][CH2:45][CH3:46])[CH:6]=1)([CH3:2])([CH3:4])[CH3:3], predict the reactants needed to synthesize it. The reactants are: [C:1]([C:5]1[N:10]=[CH:9][C:8]([C:11]2[N:12]([C:32]([N:34]3[CH2:39][CH2:38][CH:37]([CH2:40][C:41]([OH:43])=O)[CH2:36][CH2:35]3)=[O:33])[C@@:13]([C:25]3[CH:30]=[CH:29][C:28]([Cl:31])=[CH:27][CH:26]=3)([CH3:24])[C@@:14]([C:17]3[CH:22]=[CH:21][C:20]([Cl:23])=[CH:19][CH:18]=3)([CH3:16])[N:15]=2)=[C:7]([O:44][CH2:45][CH3:46])[CH:6]=1)([CH3:4])([CH3:3])[CH3:2].[NH:47]1[CH2:52][CH2:51][CH2:50][CH2:49][CH2:48]1. (9) Given the product [CH3:25][C:17]1[CH:16]=[C:15]([CH2:14][O:13][C:12]2[CH:26]=[CH:27][C:9]([C:6]3[CH2:5][CH:4]([CH:3]=[O:2])[O:8][N:7]=3)=[CH:10][CH:11]=2)[C:24]2[C:19](=[CH:20][CH:21]=[CH:22][CH:23]=2)[N:18]=1, predict the reactants needed to synthesize it. The reactants are: C[O:2][CH:3](OC)[CH:4]1[O:8][N:7]=[C:6]([C:9]2[CH:27]=[CH:26][C:12]([O:13][CH2:14][C:15]3[C:24]4[C:19](=[CH:20][CH:21]=[CH:22][CH:23]=4)[N:18]=[C:17]([CH3:25])[CH:16]=3)=[CH:11][CH:10]=2)[CH2:5]1.Cl.